From a dataset of Full USPTO retrosynthesis dataset with 1.9M reactions from patents (1976-2016). Predict the reactants needed to synthesize the given product. (1) Given the product [Cl:19][C:6]1[C:5]2[C:10](=[CH:11][CH:12]=[C:3]([CH2:1][CH3:2])[CH:4]=2)[N:9]=[CH:8][C:7]=1[N+:13]([O-:15])=[O:14], predict the reactants needed to synthesize it. The reactants are: [CH2:1]([C:3]1[CH:4]=[C:5]2[C:10](=[CH:11][CH:12]=1)[N:9]=[CH:8][C:7]([N+:13]([O-:15])=[O:14])=[C:6]2O)[CH3:2].O=P(Cl)(Cl)[Cl:19]. (2) Given the product [O:12]1[CH2:13][CH2:14][N:9]([C:2]2[CH:7]=[C:6]([OH:8])[CH:5]=[CH:4][N:3]=2)[CH2:10][CH2:11]1, predict the reactants needed to synthesize it. The reactants are: Cl[C:2]1[CH:7]=[C:6]([OH:8])[CH:5]=[CH:4][N:3]=1.[NH:9]1[CH2:14][CH2:13][O:12][CH2:11][CH2:10]1. (3) Given the product [OH:17][CH2:16][C:15]([CH3:18])([C:19]1[CH:26]=[CH:27][CH:28]=[CH:29][CH:24]=1)[CH2:14][CH2:13][CH2:12][CH2:11][CH2:10][C:9](=[O:20])[CH2:8][CH2:7][CH2:6][CH2:5][CH2:4][C:3]([CH3:22])([C:21]1[CH:6]=[CH:5][CH:4]=[CH:3][CH:2]=1)[CH2:2][OH:1], predict the reactants needed to synthesize it. The reactants are: [OH:1][CH2:2][C:3]([CH3:22])([CH3:21])[CH2:4][CH2:5][CH2:6][CH2:7][CH2:8][C:9](=[O:20])[CH2:10][CH2:11][CH2:12][CH2:13][CH2:14][C:15]([CH3:19])([CH3:18])[CH2:16][OH:17].C[C:24]1[CH:29]=[CH:28][C:27](S(C[N+]#[C-])(=O)=O)=[CH:26]C=1.[H-].[Na+].Cl. (4) Given the product [Cl:1][C:2]1[CH:3]=[C:4]([C:9]2([C:26]([F:29])([F:27])[F:28])[O:13][N:12]=[C:11]([C:14]3[CH:15]=[CH:16][C:17]([N:21]4[CH:25]=[N:24][CH:23]=[N:22]4)=[C:18]([NH:19][C:36](=[O:38])[CH3:37])[CH:20]=3)[CH2:10]2)[CH:5]=[C:6]([Cl:8])[CH:7]=1, predict the reactants needed to synthesize it. The reactants are: [Cl:1][C:2]1[CH:3]=[C:4]([C:9]2([C:26]([F:29])([F:28])[F:27])[O:13][N:12]=[C:11]([C:14]3[CH:15]=[CH:16][C:17]([N:21]4[CH:25]=[N:24][CH:23]=[N:22]4)=[C:18]([CH:20]=3)[NH2:19])[CH2:10]2)[CH:5]=[C:6]([Cl:8])[CH:7]=1.N1C=CC=CC=1.[C:36](Cl)(=[O:38])[CH3:37].O. (5) Given the product [C:1]([S:4][C:5]1[C:10]([CH2:11][CH2:12][C:13]([OH:15])=[O:14])=[CH:9][CH:8]=[CH:7][CH:6]=1)(=[O:3])[CH3:2], predict the reactants needed to synthesize it. The reactants are: [C:1]([S:4][C:5]1[C:10]([CH2:11][CH2:12][C:13]([O:15]CC)=[O:14])=[CH:9][CH:8]=[CH:7][CH:6]=1)(=[O:3])[CH3:2].C([O-])(=O)C.[Na+]. (6) Given the product [ClH:31].[ClH:31].[NH2:8][CH2:9][CH2:10][CH2:11][C@@H:12]([CH2:16][C:17]1[N:18]=[CH:19][N:20]2[C:29]3[C:24](=[CH:25][C:26]([CH3:30])=[CH:27][CH:28]=3)[CH2:23][CH2:22][C:21]=12)[C:13]([OH:15])=[O:14], predict the reactants needed to synthesize it. The reactants are: C(OC([NH:8][CH2:9][CH2:10][CH2:11][C@@H:12]([CH2:16][C:17]1[N:18]=[CH:19][N:20]2[C:29]3[C:24](=[CH:25][C:26]([CH3:30])=[CH:27][CH:28]=3)[CH2:23][CH2:22][C:21]=12)[C:13]([OH:15])=[O:14])=O)(C)(C)C.[ClH:31]. (7) Given the product [OH:9][CH2:8][CH:6]1[CH2:5][CH2:4][N:3]([C:13]2[CH:18]=[CH:17][CH:16]=[CH:15][CH:14]=2)[C:2](=[O:1])[CH2:7]1, predict the reactants needed to synthesize it. The reactants are: [O:1]=[C:2]1[CH2:7][CH:6]([C:8](OCC)=[O:9])[CH2:5][CH2:4][N:3]1[C:13]1[CH:18]=[CH:17][CH:16]=[CH:15][CH:14]=1.[H-].[Al+3].[Li+].[H-].[H-].[H-].[Cl-].[NH4+]. (8) Given the product [C:1]([C:5]1[C:6]([OH:16])=[C:7]([C:11]([CH3:15])=[C:12]([Cl:14])[CH:13]=1)[C:8]([NH:17][C:18]1[CH:23]=[CH:22][C:21]([S:24]([C:27]([F:28])([F:29])[F:30])(=[O:25])=[O:26])=[CH:20][C:19]=1[N:31]([CH3:33])[CH3:32])=[O:10])([CH3:2])([CH3:3])[CH3:4], predict the reactants needed to synthesize it. The reactants are: [C:1]([C:5]1[C:6]([OH:16])=[C:7]([C:11]([CH3:15])=[C:12]([Cl:14])[CH:13]=1)[C:8]([OH:10])=O)([CH3:4])([CH3:3])[CH3:2].[NH2:17][C:18]1[CH:23]=[CH:22][C:21]([S:24]([C:27]([F:30])([F:29])[F:28])(=[O:26])=[O:25])=[CH:20][C:19]=1[N:31]([CH3:33])[CH3:32].